Dataset: Peptide-MHC class II binding affinity with 134,281 pairs from IEDB. Task: Regression. Given a peptide amino acid sequence and an MHC pseudo amino acid sequence, predict their binding affinity value. This is MHC class II binding data. The peptide sequence is YDKFLANQSTVLTGK. The MHC is DRB3_0202 with pseudo-sequence DRB3_0202. The binding affinity (normalized) is 0.871.